Dataset: Catalyst prediction with 721,799 reactions and 888 catalyst types from USPTO. Task: Predict which catalyst facilitates the given reaction. (1) Reactant: [Cl:1][C:2]1[CH:10]=[CH:9][C:8]2[NH:7][C:6]3[CH2:11][CH2:12][N:13]([CH3:15])[CH2:14][C:5]=3[C:4]=2[CH:3]=1.N1CCC[C@H]1C(O)=O.P([O-])([O-])([O-])=O.[K+].[K+].[K+].Br[CH:33]=[C:34]([C:36]1[CH:41]=[CH:40][CH:39]=[CH:38][C:37]=1[Cl:42])[CH3:35]. Product: [Cl:1][C:2]1[CH:10]=[CH:9][C:8]2[N:7](/[CH:33]=[C:34](/[C:36]3[CH:41]=[CH:40][CH:39]=[CH:38][C:37]=3[Cl:42])\[CH3:35])[C:6]3[CH2:11][CH2:12][N:13]([CH3:15])[CH2:14][C:5]=3[C:4]=2[CH:3]=1. The catalyst class is: 122. (2) Reactant: C(OC([N:8]1[CH2:13][CH2:12][CH:11]([CH2:14][O:15][C:16]2[CH:25]=[C:24]3[C:19]([C:20]([NH:26][C:27]4[C:32]([F:33])=[CH:31][C:30]([Cl:34])=[CH:29][C:28]=4[F:35])=[N:21][CH:22]=[N:23]3)=[CH:18][C:17]=2[O:36][CH3:37])[CH2:10][CH2:9]1)=O)(C)(C)C.C(O)(C(F)(F)F)=O. The catalyst class is: 2. Product: [Cl:34][C:30]1[CH:31]=[C:32]([F:33])[C:27]([NH:26][C:20]2[C:19]3[C:24](=[CH:25][C:16]([O:15][CH2:14][CH:11]4[CH2:12][CH2:13][NH:8][CH2:9][CH2:10]4)=[C:17]([O:36][CH3:37])[CH:18]=3)[N:23]=[CH:22][N:21]=2)=[C:28]([F:35])[CH:29]=1. (3) Product: [CH2:1]([C:3]1[N:7]([C:8]2[C:9]([CH3:16])=[C:10]([CH:11]=[CH:12][CH:13]=2)[CH:14]=[O:15])[C:6]2[CH:17]=[C:18]([F:21])[CH:19]=[CH:20][C:5]=2[N:4]=1)[CH3:2]. The catalyst class is: 10. Reactant: [CH2:1]([C:3]1[N:7]([C:8]2[C:9]([CH3:16])=[C:10]([CH2:14][OH:15])[CH:11]=[CH:12][CH:13]=2)[C:6]2[CH:17]=[C:18]([F:21])[CH:19]=[CH:20][C:5]=2[N:4]=1)[CH3:2].CC(OI1(OC(C)=O)(OC(C)=O)OC(=O)C2C=CC=CC1=2)=O.S([O-])([O-])(=O)=S.[Na+].[Na+]. (4) The catalyst class is: 119. Reactant: [CH2:1]([O:4][C:5](=[O:23])[C@H:6]([CH2:15][C:16]1[CH:21]=[CH:20][C:19]([OH:22])=[CH:18][CH:17]=1)[NH:7][C:8]([O:10][C:11]([CH3:14])([CH3:13])[CH3:12])=[O:9])[CH:2]=[CH2:3].Cl[C:25]([O:27][C:28]1[CH:33]=[CH:32][C:31]([N+:34]([O-:36])=[O:35])=[CH:30][CH:29]=1)=[O:26].C(N(CC)CC)C. Product: [CH2:1]([O:4][C:5](=[O:23])[C@H:6]([CH2:15][C:16]1[CH:17]=[CH:18][C:19]([O:22][C:25]([O:27][C:28]2[CH:29]=[CH:30][C:31]([N+:34]([O-:36])=[O:35])=[CH:32][CH:33]=2)=[O:26])=[CH:20][CH:21]=1)[NH:7][C:8]([O:10][C:11]([CH3:14])([CH3:13])[CH3:12])=[O:9])[CH:2]=[CH2:3]. (5) Reactant: C([O:3][C:4](=O)[CH2:5][O:6][CH2:7][CH2:8][CH2:9][C:10]([O:12][CH2:13][CH3:14])=[O:11])C.CC([O-])(C)C.[K+].Cl. Product: [OH:3][C:4]1[CH2:5][O:6][CH2:7][CH2:8][C:9]=1[C:10]([O:12][CH2:13][CH3:14])=[O:11]. The catalyst class is: 247. (6) Reactant: C[O:2][C:3]([C:5]1[CH:6]=[C:7]2[C:12](=[CH:13][CH:14]=1)[NH:11][CH:10]([C:15]1[CH:20]=[CH:19][CH:18]=[C:17]([N:21]3[CH2:26][CH2:25][N:24]([CH3:27])[CH2:23][CH2:22]3)[CH:16]=1)[CH2:9][C:8]2([CH3:29])[CH3:28])=[O:4].[OH-].[Na+].Cl. Product: [CH3:28][C:8]1([CH3:29])[C:7]2[C:12](=[CH:13][CH:14]=[C:5]([C:3]([OH:4])=[O:2])[CH:6]=2)[NH:11][CH:10]([C:15]2[CH:20]=[CH:19][CH:18]=[C:17]([N:21]3[CH2:26][CH2:25][N:24]([CH3:27])[CH2:23][CH2:22]3)[CH:16]=2)[CH2:9]1. The catalyst class is: 364.